This data is from Catalyst prediction with 721,799 reactions and 888 catalyst types from USPTO. The task is: Predict which catalyst facilitates the given reaction. Reactant: [CH3:1][C:2]1[N:7]=[C:6]2[S:8][C:9]3[CH2:14][CH2:13][CH2:12][CH2:11][C:10]=3[C:5]2=[C:4]([C:15]2[CH:20]=[CH:19][C:18]([CH3:21])=[CH:17][CH:16]=2)[C:3]=1[CH2:22][C:23]([O:25][CH3:26])=[O:24].[Li+].C[Si]([N-][Si](C)(C)C)(C)C.C1COCC1.I[CH2:43][CH:44]([CH3:46])[CH3:45]. Product: [CH3:1][C:2]1[N:7]=[C:6]2[S:8][C:9]3[CH2:14][CH2:13][CH2:12][CH2:11][C:10]=3[C:5]2=[C:4]([C:15]2[CH:16]=[CH:17][C:18]([CH3:21])=[CH:19][CH:20]=2)[C:3]=1[CH:22]([CH2:43][CH:44]([CH3:46])[CH3:45])[C:23]([O:25][CH3:26])=[O:24]. The catalyst class is: 3.